This data is from Full USPTO retrosynthesis dataset with 1.9M reactions from patents (1976-2016). The task is: Predict the reactants needed to synthesize the given product. (1) Given the product [N+:1]([C:4]1[CH:5]=[N:6][C:7]([NH:10][C:12]2[CH:13]=[CH:14][C:15]([CH2:18][CH2:19][CH2:20][N:21]3[CH2:25][CH2:24][CH2:23][CH2:22]3)=[CH:16][CH:17]=2)=[N:8][CH:9]=1)([O-:3])=[O:2], predict the reactants needed to synthesize it. The reactants are: [N+:1]([C:4]1[CH:5]=[N:6][C:7]([NH2:10])=[N:8][CH:9]=1)([O-:3])=[O:2].Br[C:12]1[CH:17]=[CH:16][C:15]([CH2:18][CH2:19][CH2:20][N:21]2[CH2:25][CH2:24][CH2:23][CH2:22]2)=[CH:14][CH:13]=1.CC1(C)C2C(=C(P(C3C=CC=CC=3)C3C=CC=CC=3)C=CC=2)OC2C(P(C3C=CC=CC=3)C3C=CC=CC=3)=CC=CC1=2.C(=O)([O-])[O-].[Cs+].[Cs+]. (2) Given the product [CH:11]1([C:10]2[C:3]3[C:4](=[N:5][CH:6]=[N:7][C:2]=3[C:22]3[CH:23]=[C:24]([C:28]4([C:31]#[N:32])[CH2:29][CH2:30]4)[CH:25]=[CH:26][CH:27]=3)[NH:8][N:9]=2)[CH2:13][CH2:12]1, predict the reactants needed to synthesize it. The reactants are: Cl[C:2]1[N:7]=[CH:6][N:5]=[C:4]2[NH:8][N:9]=[C:10]([CH:11]3[CH2:13][CH2:12]3)[C:3]=12.CC1(C)C(C)(C)OB([C:22]2[CH:23]=[C:24]([C:28]3([C:31]#[N:32])[CH2:30][CH2:29]3)[CH:25]=[CH:26][CH:27]=2)O1.C(=O)([O-])[O-].[Na+].[Na+]. (3) Given the product [CH2:1]([O:5][CH2:6][CH2:7][O:8][C:9]1[CH:10]=[CH:11][C:12]([C:15]2[CH:16]=[CH:17][C:18]3[N:24]([CH:25]=[O:26])[CH2:23][CH2:22][C:21]([C:27]([NH:29][C:30]4[CH:31]=[CH:32][C:33]([C@@H:36]([OH:43])[C:37]5[CH:42]=[CH:41][CH:40]=[CH:39][N+:38]=5[O-:53])=[CH:34][CH:35]=4)=[O:28])=[CH:20][C:19]=3[CH:44]=2)=[CH:13][CH:14]=1)[CH2:2][CH2:3][CH3:4], predict the reactants needed to synthesize it. The reactants are: [CH2:1]([O:5][CH2:6][CH2:7][O:8][C:9]1[CH:14]=[CH:13][C:12]([C:15]2[CH:16]=[CH:17][C:18]3[N:24]([CH:25]=[O:26])[CH2:23][CH2:22][C:21]([C:27]([NH:29][C:30]4[CH:35]=[CH:34][C:33]([C@@H:36]([OH:43])[C:37]5[CH:42]=[CH:41][CH:40]=[CH:39][N:38]=5)=[CH:32][CH:31]=4)=[O:28])=[CH:20][C:19]=3[CH:44]=2)=[CH:11][CH:10]=1)[CH2:2][CH2:3][CH3:4].ClC1C=CC=C(C(OO)=[O:53])C=1.S([O-])([O-])(=O)=S.[Na+].[Na+].